From a dataset of Retrosynthesis with 50K atom-mapped reactions and 10 reaction types from USPTO. Predict the reactants needed to synthesize the given product. (1) Given the product CCC(CC)(Nc1nc(N)nc(O)c1[N+](=O)[O-])C(CO)=NO, predict the reactants needed to synthesize it. The reactants are: CCC(N)(CC)C(CO)=NO.Nc1nc(O)c([N+](=O)[O-])c(Cl)n1. (2) Given the product OCc1ccc(Br)c(O)c1, predict the reactants needed to synthesize it. The reactants are: COC(=O)c1ccc(Br)c(O)c1.